This data is from Forward reaction prediction with 1.9M reactions from USPTO patents (1976-2016). The task is: Predict the product of the given reaction. Given the reactants C(O[C:4]([C:6]1[CH:7]=[N:8][C:9]2[C:14]([C:15]=1[NH:16][CH:17]1[CH2:21][CH2:20][CH2:19][CH2:18]1)=[CH:13][CH:12]=[CH:11][C:10]=2[O:22][CH3:23])=[O:5])C.[N:24]([C:27]1[S:28][CH:29]=[CH:30][CH:31]=1)=[C:25]=[O:26], predict the reaction product. The product is: [CH:17]1([N:16]2[C:15]3[C:14]4[CH:13]=[CH:12][CH:11]=[C:10]([O:22][CH3:23])[C:9]=4[N:8]=[CH:7][C:6]=3[C:4](=[O:5])[N:24]([C:27]3[S:28][CH:29]=[CH:30][CH:31]=3)[C:25]2=[O:26])[CH2:18][CH2:19][CH2:20][CH2:21]1.